This data is from Catalyst prediction with 721,799 reactions and 888 catalyst types from USPTO. The task is: Predict which catalyst facilitates the given reaction. Reactant: [CH3:1][C:2]1[CH:7]=[CH:6][N:5]=[CH:4][C:3]=1[N:8]1[CH2:12][CH2:11][NH:10][C:9]1=[O:13].Br[C:15]1[CH:20]=[CH:19][C:18]([O:21][CH3:22])=[CH:17][CH:16]=1.N[C@@H]1CCCC[C@H]1N.C(=O)([O-])[O-].[K+].[K+]. Product: [CH3:22][O:21][C:18]1[CH:19]=[CH:20][C:15]([N:10]2[CH2:11][CH2:12][N:8]([C:3]3[CH:4]=[N:5][CH:6]=[CH:7][C:2]=3[CH3:1])[C:9]2=[O:13])=[CH:16][CH:17]=1. The catalyst class is: 246.